This data is from Experimentally validated miRNA-target interactions with 360,000+ pairs, plus equal number of negative samples. The task is: Binary Classification. Given a miRNA mature sequence and a target amino acid sequence, predict their likelihood of interaction. (1) The miRNA is hsa-miR-5691 with sequence UUGCUCUGAGCUCCGAGAAAGC. The protein sequence of the target gene is MAAGGSGGRASCPPGVGVGPGTGGSPGPSANAAATPAPGNAAAAAAAAAAAAAAPGPTPPAPPGPGTDAQAAGAERAEEAAGPGAAALQREAAYNWQASKPTVQERFAFLFNNEVLCDVHFLVGKGLSSQRIPAHRFVLAVGSAVFDAMFNGGMATTSTEIELPDVEPAAFLALLKFLYSDEVQIGPETVMTTLYTAKKYAVPALEAHCVEFLKKNLRADNAFMLLTQARLFDEPQLASLCLENIDKNTADAITAEGFTDIDLDTLVAVLERDTLGIREVRLFNAVVRWSEAECQRQQLQ.... Result: 0 (no interaction). (2) The miRNA is hsa-miR-423-3p with sequence AGCUCGGUCUGAGGCCCCUCAGU. The protein sequence of the target gene is MTFDDKMKPANDEPDQKSCGKKPKGLHLLSSPWWFPAAMTLVILCLVLSVTLIVQWTQLRQVSDLLKQYQANLTQQDRILEGQMLAQQKAENTSQESKKELKGKIDTLTQKLNEKSKEQEELLQKNQNLQEALQRAANSSEESQRELKGKIDTITRKLDEKSKEQEELLQMIQNLQEALQRAANSSEESQRELKGKIDTLTLKLNEKSKEQEELLQKNQNLQEALQRAANFSGPCPQDWLWHKENCYLFHGPFSWEKNRQTCQSLGGQLLQINGADDLTFILQAISHTTSPFWIGLHRKK.... Result: 0 (no interaction). (3) The miRNA is hsa-miR-8067 with sequence CCUAGAAACUGUAAACUUAGUC. The protein sequence of the target gene is MAVEQIDKMAAKAGEATNKWIKPQQPLLTLLLLLATFSQLPAVCSSSILDAASLQEKDPLRDTSMNMIQRNYMVMHSASGSGDHSRSLKRANLANTSITCNDGSHAGFYLRKHPSSKKWIVLLEGGWHCFDVRSCRSRWMRLRHLMTSSQWPETRDVGGILSPHPEENPYWHNANHVLIPYCSSDSWSGTRTEPDTSDRENSWRFMGALILRQVIAELIPVGLGRVPGGELMLVGSSAGGMGVMLNLDRIRDFLVNEKKLQITVRGVSDSGWFLDREPYTPAAVASNEAVRQGWKLWQGL.... Result: 0 (no interaction). (4) The miRNA is hsa-miR-572 with sequence GUCCGCUCGGCGGUGGCCCA. The protein sequence of the target gene is MAGTYSSTLKTLEDLTLDSGYGAGDSCRSLSLSSSKSNSQALNSSAQQHRGAAWWCYSGSMNSRHNSWDTVNTVLPEDPEVADLFSRCPRLPELEEFPWTEGDVARVLRKGAGGRRLPQFSAEAVRRLAGLLRRALIRVAREAQRLSVLHAKCTRFEVQSAVRLVHSWALAESCALAAVKALSLYSMSAGDGLRRGKSARCGLTFSVGRFFRWMVDTRISVRIHEYAAISLTACMENLVEEIRARVMASHSPDGGGAGGGEVSAEALEMVINNDAELWGVLQPYEHLICGKNANGVLSLP.... Result: 0 (no interaction). (5) The miRNA is hsa-miR-4425 with sequence UGUUGGGAUUCAGCAGGACCAU. The protein sequence of the target gene is MSAFDTNPFADPVDVNPFQDPSVTQLTNAPQSGLAEFNPFSETNAATTVPATQAPGPSQPAVLQPSVEPAQPTPQAVAAAAQAGLLRQQEELDRKAAELERKERELQNTAANLHVRDNNWPPLPSWCPVKPCFYQDFSTEIPADYQRICKMLYYLWMLHSVTLFLNLLACLAWFTSDAANGTAFGLSILWFLIFTPCAFLCWYRPIYKAFRSDNSFSFFVFFFVFFCQIGIYFIQLIGLPNLGTSGWLAALSTMKNGPLAVTIIMMVVAGFFTLCAGLSLFLLQRVHAFYRRTGASFQQA.... Result: 0 (no interaction). (6) The miRNA is hsa-miR-6718-5p with sequence UAGUGGUCAGAGGGCUUAUGA. The protein sequence of the target gene is MELVQVLKRGLQQITGHGGLRGYLRVFFRTNDAKVGTLVGEDKYGNKYYEDNKQFFGRHRWVVYTTEMNGKNTFWDVDGSMVPPEWHRWLHSMTDDPPTTKPLTARKFIWTNHKFNVTGTPEQYVPYSTTRKKIQEWIPPSTPYK. Result: 1 (interaction). (7) The miRNA is mmu-miR-7068-3p with sequence UCACCCUGGACUGACUCUCAG. The protein sequence of the target gene is MERSGQRVTTWDCDQGKHSDSDYREDGMDLGSDAGSSSSSSRASSQSNSTKVTPCSECKSSSSPGGSLDLVSALEDYEEPFPVYQKKVIDEWAPEEDGEEEEEEDERDQRGYRDDRSPAREPGDVSARTRSGGGGGRSATTAMPPPVPNGNLHQHDPQDLRHNGNVVVAGRPSCSRGPRRAIQKPQPAGGRRSGRGPAAGGLCLQPPDGGTCVPEEPPVPPMDWEALEKHLAGLQFREQEVRNQGQARTNSTSAQKNERESIRQKLALGSFFDDGPGIYTSCSKSGKPSLSSRLQSGMNL.... Result: 0 (no interaction). (8) The miRNA is mmu-miR-1892 with sequence AUUUGGGGACGGGAGGGAGGAU. The protein sequence of the target gene is MGSRNSSSAGSGSGDPSEGLPRRGAGLRRSEEEEEEDEDVDLAQVLAYLLRRGQVRLVQGGGAANLQFIQALLDSEEENDRAWDGRLGDRYNPPVDATPDTRELEFNEIKTQVELATGQLGLRRAAQKHSFPRMLHQRERGLCHRGSFSLGEQSRVISHFLPNDLGFTDSYSQKAFCGIYSKDGQIFMSACQDQTIRLYDCRYGRFRKFKSIKARDVGWSVLDVAFTPDGNHFLYSSWSDYIHICNIYGEGDTHTALDLRPDERRFAVFSIAVSSDGREVLGGANDGCLYVFDREQNRRT.... Result: 0 (no interaction).